Predict the product of the given reaction. From a dataset of Forward reaction prediction with 1.9M reactions from USPTO patents (1976-2016). (1) Given the reactants C([N:8]1[C:16]2[C:15](=[O:17])[N:14]([CH2:18][CH2:19][CH2:20][OH:21])[C:13](=[O:22])[N:12]([CH2:23][CH3:24])[C:11]=2[N:10]=[C:9]1[O:25][C:26]1[CH:31]=[CH:30][CH:29]=[C:28]([O:32][C:33]([F:36])([F:35])[F:34])[CH:27]=1)C1C=CC=CC=1.C([O-])=O.[NH4+], predict the reaction product. The product is: [CH2:23]([N:12]1[C:11]2[N:10]=[C:9]([O:25][C:26]3[CH:31]=[CH:30][CH:29]=[C:28]([O:32][C:33]([F:35])([F:36])[F:34])[CH:27]=3)[NH:8][C:16]=2[C:15](=[O:17])[N:14]([CH2:18][CH2:19][CH2:20][OH:21])[C:13]1=[O:22])[CH3:24]. (2) Given the reactants [NH2:1][C:2]1[C:3]([CH3:18])=[C:4]([C:8]2[CH:13]=[CH:12][C:11]([C:14]([O:16]C)=[O:15])=[CH:10][CH:9]=2)[CH:5]=[CH:6][CH:7]=1.N1C=CC=CC=1.CS(Cl)(=O)=O, predict the reaction product. The product is: [NH2:1][C:2]1[C:3]([CH3:18])=[C:4]([C:8]2[CH:13]=[CH:12][C:11]([C:14]([OH:16])=[O:15])=[CH:10][CH:9]=2)[CH:5]=[CH:6][CH:7]=1. (3) The product is: [Cl:1][C:2]1[CH:3]=[C:4]([C:9]2([C:10]#[N:11])[CH2:14][CH:16]2[CH2:17][OH:18])[CH:5]=[CH:6][C:7]=1[Cl:8]. Given the reactants [Cl:1][C:2]1[CH:3]=[C:4]([CH2:9][C:10]#[N:11])[CH:5]=[CH:6][C:7]=1[Cl:8].[NH2-].[Na+].[CH2:14]([CH:16]1[O:18][CH2:17]1)Cl.[Cl-].N, predict the reaction product. (4) Given the reactants [CH3:1][O:2][C:3]1[C:4]([CH2:13][CH:14]=O)=[C:5]2[C:10](=[CH:11][CH:12]=1)[N:9]=[CH:8][CH:7]=[CH:6]2.[O:16]1[C:20]2([CH2:25][CH2:24][NH:23][CH2:22][CH2:21]2)[O:19][CH2:18][CH2:17]1.C(O[BH-](OC(=O)C)OC(=O)C)(=O)C.[Na+].C(=O)(O)[O-].[Na+], predict the reaction product. The product is: [O:16]1[C:20]2([CH2:25][CH2:24][N:23]([CH2:14][CH2:13][C:4]3[C:3]([O:2][CH3:1])=[CH:12][CH:11]=[C:10]4[C:5]=3[CH:6]=[CH:7][CH:8]=[N:9]4)[CH2:22][CH2:21]2)[O:19][CH2:18][CH2:17]1.